The task is: Regression. Given two drug SMILES strings and cell line genomic features, predict the synergy score measuring deviation from expected non-interaction effect.. This data is from NCI-60 drug combinations with 297,098 pairs across 59 cell lines. Drug 1: CCN(CC)CCNC(=O)C1=C(NC(=C1C)C=C2C3=C(C=CC(=C3)F)NC2=O)C. Drug 2: CS(=O)(=O)OCCCCOS(=O)(=O)C. Cell line: DU-145. Synergy scores: CSS=8.74, Synergy_ZIP=-2.68, Synergy_Bliss=-3.36, Synergy_Loewe=-5.92, Synergy_HSA=-4.20.